From a dataset of Reaction yield outcomes from USPTO patents with 853,638 reactions. Predict the reaction yield, written as a fraction of the theoretical maximum amount of product (1.0 means a 100% yield; for example, 0.34 means a 34% yield). (1) The reactants are Cl.Cl.[CH2:3]([O:5][C:6]1[CH:7]=[C:8]([CH:25]=[CH:26][CH:27]=1)[CH2:9][N:10]1[C:14]2=[N:15][CH:16]=[N:17][C:18]([N:19]3CCC[CH2:21][CH2:20]3)=[C:13]2[CH:12]=[N:11]1)[CH3:4].[CH:28]([N:31](CC)C(C)C)(C)[CH3:29].Cl[C:38]([O:40][C:41]1[CH:46]=[CH:45][C:44]([N+:47]([O-:49])=[O:48])=[CH:43][CH:42]=1)=[O:39].C(=O)([O-])O.[Na+]. The catalyst is C(Cl)Cl.C(Cl)(Cl)Cl. The product is [CH2:3]([O:5][C:6]1[CH:7]=[C:8]([CH:25]=[CH:26][CH:27]=1)[CH2:9][N:10]1[C:14]2=[N:15][CH:16]=[N:17][C:18]([N:19]3[CH2:29][CH2:28][N:31]([C:38]([O:40][C:41]4[CH:46]=[CH:45][C:44]([N+:47]([O-:49])=[O:48])=[CH:43][CH:42]=4)=[O:39])[CH2:21][CH2:20]3)=[C:13]2[CH:12]=[N:11]1)[CH3:4]. The yield is 1.00. (2) The reactants are C(O[C:5]1[CH:10]=[CH:9][C:8]([O:11][CH2:12][C:13]2[CH:18]=[CH:17][CH:16]=[CH:15][CH:14]=2)=[CH:7][C:6]=1C)(=O)C.[O:20]1[CH2:24][CH2:23]CC1.[OH2:25].O.[OH-].[Li+]. The catalyst is CO. The product is [CH2:12]([O:11][C:8]1[CH:7]=[CH:6][C:5]([CH2:23][C:24]([OH:20])=[O:25])=[CH:10][CH:9]=1)[C:13]1[CH:14]=[CH:15][CH:16]=[CH:17][CH:18]=1. The yield is 0.960. (3) The reactants are [Cl:1][C:2]1[CH:3]=[C:4]([C:9]([CH3:14])([CH3:13])[C:10](Cl)=[O:11])[CH:5]=[C:6]([Cl:8])[CH:7]=1.[CH2:15]([N:22]1[CH2:26][C@@H:25]([C:27]2[CH:32]=[CH:31][CH:30]=[CH:29][C:28]=2[CH3:33])[C@H:24]([NH:34][CH3:35])[CH2:23]1)[C:16]1[CH:21]=[CH:20][CH:19]=[CH:18][CH:17]=1.C(N(C(C)C)C(C)C)C. The catalyst is C(Cl)Cl. The product is [CH2:15]([N:22]1[CH2:26][C@@H:25]([C:27]2[CH:32]=[CH:31][CH:30]=[CH:29][C:28]=2[CH3:33])[C@H:24]([N:34]([CH3:35])[C:10](=[O:11])[C:9]([C:4]2[CH:3]=[C:2]([Cl:1])[CH:7]=[C:6]([Cl:8])[CH:5]=2)([CH3:14])[CH3:13])[CH2:23]1)[C:16]1[CH:17]=[CH:18][CH:19]=[CH:20][CH:21]=1. The yield is 0.750. (4) The reactants are [O:1]1[CH2:6][CH2:5][NH:4][C:3]2[N:7]=[CH:8][C:9](/[CH:11]=[CH:12]/[C:13]([OH:15])=O)=[CH:10][C:2]1=2.Cl.O=C1CC2C(=CC=C(/C=C/C(O)=O)C=2)N1.[CH3:32][N:33]1[C:41]2[C:36](=[CH:37][CH:38]=[CH:39][CH:40]=2)[C:35]([CH2:42][NH:43][CH3:44])=[CH:34]1.CC1NC2C(C=1CNC)=CC=CC=2. No catalyst specified. The product is [O:1]1[CH2:6][CH2:5][NH:4][C:3]2[N:7]=[CH:8][C:9](/[CH:11]=[CH:12]/[C:13]([N:43]([CH3:44])[CH2:42][C:35]3[C:36]4[C:41](=[CH:40][CH:39]=[CH:38][CH:37]=4)[N:33]([CH3:32])[CH:34]=3)=[O:15])=[CH:10][C:2]1=2. The yield is 0.820.